This data is from Catalyst prediction with 721,799 reactions and 888 catalyst types from USPTO. The task is: Predict which catalyst facilitates the given reaction. (1) Reactant: [F:1][C:2]([F:17])([F:16])[O:3][C:4]1[CH:9]=[CH:8][C:7]([C:10]#[C:11][CH2:12][CH2:13][CH2:14][OH:15])=[CH:6][CH:5]=1.CCN(CC)CC.[CH3:25][S:26](Cl)(=[O:28])=[O:27].O. Product: [F:1][C:2]([F:16])([F:17])[O:3][C:4]1[CH:5]=[CH:6][C:7]([C:10]#[C:11][CH2:12][CH2:13][CH2:14][O:15][S:26]([CH3:25])(=[O:28])=[O:27])=[CH:8][CH:9]=1. The catalyst class is: 4. (2) Reactant: [CH2:1]([N:8]1[CH2:13][CH2:12][N:11]([C:14]([C:16]2[CH:20]=[C:19]([CH3:21])[N:18]([C:22]3[CH:27]=[CH:26][CH:25]=[CH:24][CH:23]=3)[C:17]=2[C:28]2[CH:33]=[CH:32][CH:31]=[CH:30][CH:29]=2)=[O:15])[C@H:10]([CH2:34][C:35]2[CH:47]=[CH:46][C:38]([O:39][CH2:40][C:41]([O:43]CC)=[O:42])=[CH:37][CH:36]=2)[CH2:9]1)[C:2]1[CH:7]=[CH:6][CH:5]=[CH:4][CH:3]=1.[OH-].[Na+]. Product: [CH2:1]([N:8]1[CH2:13][CH2:12][N:11]([C:14]([C:16]2[CH:20]=[C:19]([CH3:21])[N:18]([C:22]3[CH:27]=[CH:26][CH:25]=[CH:24][CH:23]=3)[C:17]=2[C:28]2[CH:33]=[CH:32][CH:31]=[CH:30][CH:29]=2)=[O:15])[C@H:10]([CH2:34][C:35]2[CH:36]=[CH:37][C:38]([O:39][CH2:40][C:41]([OH:43])=[O:42])=[CH:46][CH:47]=2)[CH2:9]1)[C:2]1[CH:7]=[CH:6][CH:5]=[CH:4][CH:3]=1. The catalyst class is: 8. (3) Reactant: [F:1][C:2]([F:20])([F:19])[C:3]1[CH:8]=[CH:7][C:6]([C:9]2[C:18]3[C:13](=[CH:14][CH:15]=[N:16][CH:17]=3)[CH2:12][CH2:11][N:10]=2)=[CH:5][CH:4]=1.[BH4-].[Na+]. Product: [F:20][C:2]([F:1])([F:19])[C:3]1[CH:4]=[CH:5][C:6]([CH:9]2[C:18]3[C:13](=[CH:14][CH:15]=[N:16][CH:17]=3)[CH2:12][CH2:11][NH:10]2)=[CH:7][CH:8]=1. The catalyst class is: 5. (4) Reactant: [CH:1]1([C:4]2[O:5][C:6]3[C:7](=[C:9]([C:17]#[N:18])[C:10]([CH3:16])=[C:11]([CH:14]=[CH2:15])[C:12]=3F)[N:8]=2)[CH2:3][CH2:2]1.C(N(CC)CC)C.[CH3:26][N:27]([CH3:33])[C@H:28]1[CH2:32][CH2:31][NH:30][CH2:29]1.C(=O)([O-])O.[Na+]. Product: [CH:1]1([C:4]2[O:5][C:6]3[C:7](=[C:9]([C:17]#[N:18])[C:10]([CH3:16])=[C:11]([CH:14]=[CH2:15])[C:12]=3[N:30]3[CH2:31][CH2:32][C@H:28]([N:27]([CH3:33])[CH3:26])[CH2:29]3)[N:8]=2)[CH2:3][CH2:2]1. The catalyst class is: 148. (5) Reactant: C(O)[C@H]1O[C@H](OC[C@@H](O)[C@@H](O)[C@H](O)C(O)CO)[C@H](O)[C@@H](O)[C@@H]1O.C1(C)CCC(C(C)C)C(O)C1.C(=O)([O-])[O-].[Na+].[Na+].O.O.OC(C(C(C(O)=O)O)O)=O.[N:53]1[CH:58]=[C:57]([CH:59]2[CH2:64][CH2:63][CH2:62][N:60]2[CH3:61])[CH:56]=[CH:55][CH:54]=1. Product: [N:53]1[CH:58]=[C:57]([CH:59]2[CH2:64][CH2:63][CH2:62][N:60]2[CH3:61])[CH:56]=[CH:55][CH:54]=1. The catalyst class is: 6. (6) Reactant: [Br:1][C:2]1[CH:11]=[C:10]2[C:5]([CH:6]=[CH:7][N:8]=[C:9]2Cl)=[CH:4][CH:3]=1.[CH2:13]([Mg]Cl)[CH2:14][CH2:15][CH3:16]. Product: [Br:1][C:2]1[CH:11]=[C:10]2[C:5]([CH:6]=[CH:7][N:8]=[C:9]2[CH2:13][CH2:14][CH2:15][CH3:16])=[CH:4][CH:3]=1. The catalyst class is: 757. (7) Product: [CH3:11][N:12]1[C:16]([C:17]2[N:18]=[C:7]([OH:9])[C:3]3[S:4][CH:5]=[CH:6][C:2]=3[N:1]=2)=[CH:15][CH:14]=[N:13]1. The catalyst class is: 7. Reactant: [NH2:1][C:2]1[CH:6]=[CH:5][S:4][C:3]=1[C:7]([O:9]C)=O.[CH3:11][N:12]1[C:16]([C:17]#[N:18])=[CH:15][CH:14]=[N:13]1.CC(C)([O-])C.[K+]. (8) Reactant: C(OC(=O)[NH:7][CH2:8][CH:9]1[CH2:14][CH2:13][CH2:12][CH:11]([C:15](=[O:29])[NH:16][C:17]2[C:26]3[C:21](=[CH:22][CH:23]=[C:24]([O:27][CH3:28])[N:25]=3)[N:20]=[CH:19][CH:18]=2)[CH2:10]1)(C)(C)C.C(OC(NCC1CCCC(C(O)=O)C1)=O)(C)(C)C.CN(C(ON1N=NC2C=CC=NC1=2)=[N+](C)C)C.F[P-](F)(F)(F)(F)F.C(N(CC)CC)C. Product: [CH3:28][O:27][C:24]1[N:25]=[C:26]2[C:21](=[CH:22][CH:23]=1)[N:20]=[CH:19][CH:18]=[C:17]2[NH:16][C:15]([CH:11]1[CH2:12][CH2:13][CH2:14][CH:9]([CH2:8][NH2:7])[CH2:10]1)=[O:29]. The catalyst class is: 3. (9) Reactant: [CH3:1][O:2][C:3]1[CH:12]=[C:11]2[C:6]([C:7]([CH3:17])=[CH:8][C:9](=[O:16])[N:10]2[CH2:13][CH:14]=O)=[CH:5][CH:4]=1.[O:18]1[C:23]2[CH:24]=[CH:25][C:26]([CH2:28][N:29]3[CH2:34][CH2:33][CH:32]([NH2:35])[CH2:31][CH2:30]3)=[CH:27][C:22]=2[O:21][CH2:20][CH2:19]1.C(O[BH-](OC(=O)C)OC(=O)C)(=O)C.[Na+].C(=O)([O-])O.[Na+]. Product: [O:18]1[C:23]2[CH:24]=[CH:25][C:26]([CH2:28][N:29]3[CH2:34][CH2:33][CH:32]([NH:35][CH2:14][CH2:13][N:10]4[C:11]5[C:6](=[CH:5][CH:4]=[C:3]([O:2][CH3:1])[CH:12]=5)[C:7]([CH3:17])=[CH:8][C:9]4=[O:16])[CH2:31][CH2:30]3)=[CH:27][C:22]=2[O:21][CH2:20][CH2:19]1. The catalyst class is: 671. (10) Reactant: Br[C:2]1[CH:7]=[CH:6][C:5]([N:8]([C:17]2[CH:22]=[CH:21][C:20]([CH3:23])=[CH:19][C:18]=2[CH3:24])[C:9]2[CH:14]=[CH:13][C:12]([CH3:15])=[CH:11][C:10]=2[CH3:16])=[CH:4][CH:3]=1.[B:25]1([B:25]2[O:29][C:28]([CH3:31])([CH3:30])[C:27]([CH3:33])([CH3:32])[O:26]2)[O:29][C:28]([CH3:31])([CH3:30])[C:27]([CH3:33])([CH3:32])[O:26]1.CC([O-])=O.[K+].C1(P(C2C=CC=CC=2)C2C=CC=CC=2OC2C=CC=CC=2P(C2C=CC=CC=2)C2C=CC=CC=2)C=CC=CC=1. Product: [CH3:24][C:18]1[CH:19]=[C:20]([CH3:23])[CH:21]=[CH:22][C:17]=1[N:8]([C:5]1[CH:6]=[CH:7][C:2]([B:25]2[O:29][C:28]([CH3:31])([CH3:30])[C:27]([CH3:33])([CH3:32])[O:26]2)=[CH:3][CH:4]=1)[C:9]1[CH:14]=[CH:13][C:12]([CH3:15])=[CH:11][C:10]=1[CH3:16]. The catalyst class is: 231.